Dataset: Full USPTO retrosynthesis dataset with 1.9M reactions from patents (1976-2016). Task: Predict the reactants needed to synthesize the given product. (1) Given the product [Cl:1][C:2]1[C:3]([NH:29][C@H:30]2[CH2:34][CH2:33][CH2:32][C@H:31]2[C:35]([OH:37])=[O:36])=[N:4][CH:5]=[C:6]([C:8]2[N:12]=[C:11]([C:13]3[CH:18]=[CH:17][C:16]([C:19]4[CH:24]=[CH:23][CH:22]=[CH:21][C:20]=4[CH3:25])=[C:15]([CH2:26][O:27][CH3:28])[CH:14]=3)[O:10][N:9]=2)[CH:7]=1, predict the reactants needed to synthesize it. The reactants are: [Cl:1][C:2]1[C:3]([NH:29][C@H:30]2[CH2:34][CH2:33][CH2:32][C@H:31]2[C:35]([O:37]C)=[O:36])=[N:4][CH:5]=[C:6]([C:8]2[N:12]=[C:11]([C:13]3[CH:18]=[CH:17][C:16]([C:19]4[CH:24]=[CH:23][CH:22]=[CH:21][C:20]=4[CH3:25])=[C:15]([CH2:26][O:27][CH3:28])[CH:14]=3)[O:10][N:9]=2)[CH:7]=1.Cl. (2) Given the product [CH3:26][C:5]1[CH:4]=[C:3]([CH:8]=[CH:7][C:6]=1[S:9]([N:12]1[CH2:17][CH2:16][NH:15][C@@H:14]([CH3:25])[CH2:13]1)(=[O:11])=[O:10])[C:1]#[N:2], predict the reactants needed to synthesize it. The reactants are: [C:1]([C:3]1[CH:8]=[CH:7][C:6]([S:9]([N:12]2[CH2:17][CH2:16][N:15](C(OC(C)(C)C)=O)[C@@H:14]([CH3:25])[CH2:13]2)(=[O:11])=[O:10])=[C:5]([CH3:26])[CH:4]=1)#[N:2].Cl.O1CCOCC1. (3) Given the product [C:27]1([CH:7]([C:1]2[CH:2]=[CH:3][CH:4]=[CH:5][CH:6]=2)[N:8]2[C:16]3[C:11](=[CH:12][CH:13]=[CH:14][CH:15]=3)[C:10]3([C:20]4[CH:21]=[C:22]([O:25][CH2:42][CH2:49][O:50][CH3:51])[CH:23]=[CH:24][C:19]=4[O:18][CH2:17]3)[C:9]2=[O:26])[CH:32]=[CH:31][CH:30]=[CH:29][CH:28]=1, predict the reactants needed to synthesize it. The reactants are: [C:1]1([CH:7]([C:27]2[CH:32]=[CH:31][CH:30]=[CH:29][CH:28]=2)[N:8]2[C:16]3[C:11](=[CH:12][CH:13]=[CH:14][CH:15]=3)[C:10]3([C:20]4[CH:21]=[C:22]([OH:25])[CH:23]=[CH:24][C:19]=4[O:18][CH2:17]3)[C:9]2=[O:26])[CH:6]=[CH:5][CH:4]=[CH:3][CH:2]=1.C1(C(C2C=CC=CC=2)N2C3C(=CC=CC=3)[C:42]3(C4C=CC(O)=C[C:51]=4[O:50][CH2:49]3)C2=O)C=CC=CC=1. (4) Given the product [NH2:17][C:16]1[CH:30]=[CH:29][C:13]([C:11]([C:4]2[N:5]3[C:10]([CH:9]=[CH:8][CH:7]=[CH:6]3)=[C:2]([Br:1])[C:3]=2[CH3:31])=[O:12])=[CH:14][C:15]=1[C:20]([OH:19])=[O:21], predict the reactants needed to synthesize it. The reactants are: [Br:1][C:2]1[C:3]([CH3:31])=[C:4]([C:11](/[C:13](=[CH:29]/[CH3:30])/[CH:14]=[C:15]2\[C:16](=C)[N:17]=C(C3C=CC=CC=3)[O:19][C:20]\2=[O:21])=[O:12])[N:5]2[C:10]=1[CH:9]=[CH:8][CH:7]=[CH:6]2.[OH-].[K+].Cl. (5) Given the product [Br:1][C:2]1[CH:3]=[C:4]2[C:9](=[CH:10][CH:11]=1)[C:8](=[O:12])[NH:7][C:6](=[O:13])/[C:5]/2=[CH:14]\[NH:23][CH2:22][C:21]1[CH:24]=[CH:25][C:26]([O:27][CH3:28])=[C:19]([F:18])[CH:20]=1, predict the reactants needed to synthesize it. The reactants are: [Br:1][C:2]1[CH:3]=[C:4]2[C:9](=[CH:10][CH:11]=1)[C:8](=[O:12])[NH:7][C:6](=[O:13])/[C:5]/2=[CH:14]/OC.Cl.[F:18][C:19]1[CH:20]=[C:21]([CH:24]=[CH:25][C:26]=1[O:27][CH3:28])[CH2:22][NH2:23].C(N(CC)CC)C.